This data is from Forward reaction prediction with 1.9M reactions from USPTO patents (1976-2016). The task is: Predict the product of the given reaction. (1) Given the reactants Cl[CH2:2][C:3]([C:14]1[CH:19]=[C:18]([F:20])[CH:17]=[CH:16][C:15]=1[F:21])([OH:13])[CH:4]([O:6]C(=O)C(C)(C)C)[CH3:5].C[O-].[Na+].Cl, predict the reaction product. The product is: [O:13]1[C:3]([C:14]2[CH:19]=[C:18]([F:20])[CH:17]=[CH:16][C:15]=2[F:21])([CH:4]([OH:6])[CH3:5])[CH2:2]1. (2) Given the reactants [NH2:1][C:2]1[C:11]([C:12]#N)=[CH:10][C:9]2[C:4](=[CH:5][CH:6]=[CH:7][CH:8]=2)[N:3]=1.[C:14]1([CH3:22])[CH:19]=[CH:18][C:17]([Mg]Br)=[CH:16][CH:15]=1.Cl.[OH-:24].[Na+], predict the reaction product. The product is: [NH2:1][C:2]1[C:11]([C:12]([C:17]2[CH:18]=[CH:19][C:14]([CH3:22])=[CH:15][CH:16]=2)=[O:24])=[CH:10][C:9]2[C:4](=[CH:5][CH:6]=[CH:7][CH:8]=2)[N:3]=1. (3) Given the reactants [CH3:1][C:2]1[N:3]=[CH:4][C:5]([C:8]([O:10][C:11]([CH3:14])([CH3:13])[CH3:12])=[O:9])=[N:6][CH:7]=1.[CH3:15][N:16]([CH:18]=O)[CH3:17].COC(OC)N(C)C, predict the reaction product. The product is: [CH3:15][N:16]([CH3:18])/[CH:17]=[CH:1]/[C:2]1[N:3]=[CH:4][C:5]([C:8]([O:10][C:11]([CH3:14])([CH3:13])[CH3:12])=[O:9])=[N:6][CH:7]=1. (4) Given the reactants [CH3:1][O:2][C:3]1[CH:4]=[C:5]2[C:10](=[CH:11][CH:12]=1)[C:9](=[O:13])[NH:8][CH:7]=[CH:6]2.C1C(=O)N([Cl:21])C(=O)C1, predict the reaction product. The product is: [Cl:21][C:6]1[C:5]2[C:10](=[CH:11][CH:12]=[C:3]([O:2][CH3:1])[CH:4]=2)[C:9](=[O:13])[NH:8][CH:7]=1. (5) Given the reactants C[O:2][C:3](=[O:12])[CH2:4][CH2:5][CH2:6][CH2:7][C:8]([O:10]C)=[O:9].[OH:13][CH2:14][C:15]([CH2:20][OH:21])([CH2:18][OH:19])[CH2:16][OH:17], predict the reaction product. The product is: [CH3:14][CH:4]([CH2:5][CH2:6][CH2:7][C:8]([OH:10])=[O:9])[C:3]([OH:2])=[O:12].[CH3:14][CH:4]([CH2:5][CH2:6][CH2:7][C:8]([OH:10])=[O:9])[C:3]([OH:2])=[O:12].[CH3:14][CH:4]([CH2:5][CH2:6][CH2:7][C:8]([OH:10])=[O:9])[C:3]([OH:2])=[O:12].[CH3:14][CH:4]([CH2:5][CH2:6][CH2:7][C:8]([OH:10])=[O:9])[C:3]([OH:2])=[O:12].[OH:13][CH2:14][C:15]([CH2:20][OH:21])([CH2:18][OH:19])[CH2:16][OH:17]. (6) Given the reactants Br[C:2]1[CH:7]=[CH:6][C:5]([C@H:8]2[N:16]3[C@@H:11]([CH2:12][CH2:13][CH2:14][CH2:15]3)[CH2:10][CH2:9]2)=[CH:4][CH:3]=1.[CH:17]([C:19]1[CH:24]=[CH:23][N:22]=[CH:21][CH:20]=1)=[CH2:18].C1(C)C=CC=CC=1P(C1C=CC=CC=1C)C1C=CC=CC=1C.C(N(CC)CC)C, predict the reaction product. The product is: [N:22]1[CH:23]=[CH:24][C:19]([CH:17]=[CH:18][C:2]2[CH:7]=[CH:6][C:5]([C@H:8]3[N:16]4[C@@H:11]([CH2:12][CH2:13][CH2:14][CH2:15]4)[CH2:10][CH2:9]3)=[CH:4][CH:3]=2)=[CH:20][CH:21]=1.